Task: Predict which catalyst facilitates the given reaction.. Dataset: Catalyst prediction with 721,799 reactions and 888 catalyst types from USPTO Reactant: [F:1][C:2]1[CH:27]=[CH:26][CH:25]=[C:24]([F:28])[C:3]=1[C:4]([NH:6][C:7](=[O:23])[N:8]([C:10]1[C:15]([F:16])=[CH:14][C:13]([S:17][C:18]([F:21])([F:20])[F:19])=[CH:12][C:11]=1[F:22])[CH3:9])=[O:5].[H-].[Na+].[CH3:31]I.[Cl-].[NH4+]. Product: [F:1][C:2]1[CH:27]=[CH:26][CH:25]=[C:24]([F:28])[C:3]=1[C:4]([N:6]([CH3:31])[C:7]([N:8]([C:10]1[C:11]([F:22])=[CH:12][C:13]([S:17][C:18]([F:20])([F:21])[F:19])=[CH:14][C:15]=1[F:16])[CH3:9])=[O:23])=[O:5]. The catalyst class is: 264.